Dataset: Full USPTO retrosynthesis dataset with 1.9M reactions from patents (1976-2016). Task: Predict the reactants needed to synthesize the given product. (1) Given the product [CH3:11][O:12][CH2:2][C:3]1[N:7]=[C:8]([NH2:10])[S:9][CH:4]=1, predict the reactants needed to synthesize it. The reactants are: Br[CH2:2][C:3](=O)[CH2:4]Br.[NH2:7][C:8]([NH2:10])=[S:9].[CH3:11][OH:12]. (2) Given the product [CH:104]1[N:105]=[C:106]([NH2:107])[C:101]2[N:100]=[CH:99][N:98]([C@@H:96]3[O:97][C@H:93]([CH2:92][O:91][P:88]([O:87][P:84]([O:83][CH2:82][C@H:80]4[O:81][C@@H:77]([N:75]5[CH:74]=[C:73]([C:116]([NH2:118])=[O:117])[CH2:72][CH:71]=[CH:76]5)[C@H:78]([OH:115])[C@@H:79]4[OH:114])([OH:86])=[O:85])([OH:90])=[O:89])[C@@H:94]([OH:113])[C@H:95]3[O:108][P:109]([OH:112])([OH:111])=[O:110])[C:102]=2[N:103]=1, predict the reactants needed to synthesize it. The reactants are: P([O-])([O-])([O-])=O.[K+].[K+].[K+].C(O)CC(O)C.O=C[C@@H]([C@H]([C@@H]([C@@H](CO)O)O)O)O.C1C=[N+]([C@@H]2O[C@H](COP(OP(OC[C@H]3O[C@@H](N4C5N=CN=C(N)C=5N=C4)[C@H](O)[C@@H]3O)(O)=O)(O)=O)[C@@H](O)[C@H]2O)C=C(C(N)=O)C=1.[CH:71]1[CH:76]=[N+:75]([C@@H:77]2[O:81][C@H:80]([CH2:82][O:83][P:84]([O:87][P:88]([O:91][CH2:92][C@H:93]3[O:97][C@@H:96]([N:98]4[C:102]5[N:103]=[CH:104][N:105]=[C:106]([NH2:107])[C:101]=5[N:100]=[CH:99]4)[C@H:95]([O:108][P:109]([OH:112])([OH:111])=[O:110])[C@@H:94]3[OH:113])([OH:90])=[O:89])([OH:86])=[O:85])[C@@H:79]([OH:114])[C@H:78]2[OH:115])[CH:74]=[C:73]([C:116]([NH2:118])=[O:117])[CH:72]=1. (3) The reactants are: [Cl:1][C:2]1[CH:7]=[C:6]([CH3:8])[CH:5]=[CH:4][C:3]=1[CH3:9].[N+:10]([O-])([OH:12])=[O:11].C([O-])([O-])=O.[K+].[K+].ClC1C=C(C)C([N+]([O-])=O)=CC=1C. Given the product [Cl:1][C:2]1[CH:7]=[C:6]([CH3:8])[CH:5]=[C:4]([N+:10]([O-:12])=[O:11])[C:3]=1[CH3:9], predict the reactants needed to synthesize it. (4) Given the product [CH2:36]([N:20]([CH2:18][CH3:19])[CH2:21][CH2:22][CH2:23][NH:24][C:25]([C:27]1[C:31]([CH3:32])=[C:30]([CH:33]=[C:10]2[C:9]3[C:13](=[CH:14][CH:15]=[CH:16][C:8]=3[C:4]3[CH:5]=[CH:6][CH:7]=[C:2]([F:1])[CH:3]=3)[NH:12][C:11]2=[O:17])[NH:29][C:28]=1[CH3:35])=[O:26])[CH3:37], predict the reactants needed to synthesize it. The reactants are: [F:1][C:2]1[CH:3]=[C:4]([C:8]2[CH:16]=[CH:15][CH:14]=[C:13]3[C:9]=2[CH2:10][C:11](=[O:17])[NH:12]3)[CH:5]=[CH:6][CH:7]=1.[CH2:18]([N:20]([CH2:36][CH3:37])[CH2:21][CH2:22][CH2:23][NH:24][C:25]([C:27]1[C:31]([CH3:32])=[C:30]([CH:33]=O)[NH:29][C:28]=1[CH3:35])=[O:26])[CH3:19]. (5) Given the product [CH2:1]([N:3]1[CH2:7][CH2:6][N:5]([C:8]2[CH:13]=[CH:12][N:11]=[C:10]([C:14]3[S:20][C:19]4[CH:21]=[CH:22][CH:23]=[CH:24][C:18]=4[C:17](=[O:25])[N:15]=3)[CH:9]=2)[C:4]1=[O:16])[CH3:2], predict the reactants needed to synthesize it. The reactants are: [CH2:1]([N:3]1[CH2:7][CH2:6][N:5]([C:8]2[CH:13]=[CH:12][N:11]=[C:10]([C:14]#[N:15])[CH:9]=2)[C:4]1=[O:16])[CH3:2].[C:17](OC)(=[O:25])[C:18]1[C:19](=[CH:21][CH:22]=[CH:23][CH:24]=1)[SH:20].C(N(CC)CC)C. (6) Given the product [NH2:41][CH2:40][CH:35]([NH:34][C@:18]12[CH2:30][CH2:29][C@@H:28]([C:31]([CH3:33])=[CH2:32])[C@@H:19]1[C@@H:20]1[C@@:15]([CH3:44])([CH2:16][CH2:17]2)[C@@:14]2([CH3:45])[C@@H:23]([C@:24]3([CH3:27])[C@@H:11]([CH2:12][CH2:13]2)[C:10]([CH3:47])([CH3:46])[C:9]([C:6]2[CH2:7][CH2:8][C@@:3]([CH2:2][F:1])([C:48]([O:50][CH2:51][C:52]4[CH:57]=[CH:56][CH:55]=[CH:54][CH:53]=4)=[O:49])[CH2:4][CH:5]=2)=[CH:26][CH2:25]3)[CH2:22][CH2:21]1)[C:36]([F:37])([F:38])[F:39], predict the reactants needed to synthesize it. The reactants are: [F:1][CH2:2][C@@:3]1([C:48]([O:50][CH2:51][C:52]2[CH:57]=[CH:56][CH:55]=[CH:54][CH:53]=2)=[O:49])[CH2:8][CH2:7][C:6]([C:9]2[C:10]([CH3:47])([CH3:46])[C@H:11]3[C@:24]([CH3:27])([CH2:25][CH:26]=2)[C@@H:23]2[C@:14]([CH3:45])([C@@:15]4([CH3:44])[C@H:20]([CH2:21][CH2:22]2)[C@H:19]2[C@H:28]([C:31]([CH3:33])=[CH2:32])[CH2:29][CH2:30][C@:18]2([NH:34][CH:35]([CH2:40][N+:41]([O-])=O)[C:36]([F:39])([F:38])[F:37])[CH2:17][CH2:16]4)[CH2:13][CH2:12]3)=[CH:5][CH2:4]1.Cl.CO. (7) Given the product [ClH:30].[OH:23][NH:22][C:20]([C:15]1[CH:16]=[C:17]2[C:12](=[CH:13][CH:14]=1)[CH2:11][N:10]([C:8](=[O:9])[CH2:7][C:2]1[CH:3]=[CH:4][CH:5]=[CH:6][N:1]=1)[CH2:19][CH2:18]2)=[O:21], predict the reactants needed to synthesize it. The reactants are: [N:1]1[CH:6]=[CH:5][CH:4]=[CH:3][C:2]=1[CH2:7][C:8]([N:10]1[CH2:19][CH2:18][C:17]2[C:12](=[CH:13][CH:14]=[C:15]([C:20]([NH:22][O:23]C3CCCCO3)=[O:21])[CH:16]=2)[CH2:11]1)=[O:9].[ClH:30]. (8) Given the product [NH2:3][C@@H:4]1[C:13]2[C:8](=[CH:9][CH:10]=[CH:11][CH:12]=2)[C@H:7]([O:14][C:16]2[CH:17]=[CH:18][C:19]3[N:20]([C:22]([N:25]([CH:29]([CH3:31])[CH3:30])[CH:26]([CH3:27])[CH3:28])=[N:23][N:24]=3)[CH:21]=2)[CH2:6][CH2:5]1, predict the reactants needed to synthesize it. The reactants are: [H-].[Na+].[NH2:3][C@@H:4]1[C:13]2[C:8](=[CH:9][CH:10]=[CH:11][CH:12]=2)[C@H:7]([OH:14])[CH2:6][CH2:5]1.F[C:16]1[CH:17]=[CH:18][C:19]2[N:20]([C:22]([N:25]([CH:29]([CH3:31])[CH3:30])[CH:26]([CH3:28])[CH3:27])=[N:23][N:24]=2)[CH:21]=1. (9) Given the product [Cl:1][C:2]1[CH:3]=[C:4]([CH:9]=[C:10]([O:13][CH2:21][CH3:22])[C:11]=1[O:12][CH2:23][CH3:24])[C:5]([OH:7])=[O:6], predict the reactants needed to synthesize it. The reactants are: [Cl:1][C:2]1[CH:3]=[C:4]([CH:9]=[C:10]([OH:13])[C:11]=1[OH:12])[C:5]([O:7]C)=[O:6].C([O-])([O-])=O.[K+].[K+].Br[CH2:21][CH3:22].[CH3:23][C:24](C)=O.